This data is from Peptide-MHC class II binding affinity with 134,281 pairs from IEDB. The task is: Regression. Given a peptide amino acid sequence and an MHC pseudo amino acid sequence, predict their binding affinity value. This is MHC class II binding data. (1) The peptide sequence is INEPTAASIAYGLDR. The MHC is HLA-DQA10102-DQB10602 with pseudo-sequence HLA-DQA10102-DQB10602. The binding affinity (normalized) is 0.981. (2) The peptide sequence is WKPLPTSITVPVEPS. The MHC is DRB1_0101 with pseudo-sequence DRB1_0101. The binding affinity (normalized) is 0.645.